Dataset: NCI-60 drug combinations with 297,098 pairs across 59 cell lines. Task: Regression. Given two drug SMILES strings and cell line genomic features, predict the synergy score measuring deviation from expected non-interaction effect. (1) Drug 1: CS(=O)(=O)C1=CC(=C(C=C1)C(=O)NC2=CC(=C(C=C2)Cl)C3=CC=CC=N3)Cl. Drug 2: C1=NC2=C(N=C(N=C2N1C3C(C(C(O3)CO)O)O)F)N. Cell line: OVCAR-5. Synergy scores: CSS=6.49, Synergy_ZIP=-3.25, Synergy_Bliss=-1.64, Synergy_Loewe=-3.47, Synergy_HSA=-2.75. (2) Drug 1: CC1=CC2C(CCC3(C2CCC3(C(=O)C)OC(=O)C)C)C4(C1=CC(=O)CC4)C. Drug 2: C1CN1P(=S)(N2CC2)N3CC3. Cell line: CCRF-CEM. Synergy scores: CSS=36.1, Synergy_ZIP=-2.62, Synergy_Bliss=-3.66, Synergy_Loewe=-35.0, Synergy_HSA=-2.79. (3) Synergy scores: CSS=71.7, Synergy_ZIP=-1.29, Synergy_Bliss=-2.63, Synergy_Loewe=-3.16, Synergy_HSA=1.13. Drug 2: B(C(CC(C)C)NC(=O)C(CC1=CC=CC=C1)NC(=O)C2=NC=CN=C2)(O)O. Cell line: UACC62. Drug 1: CC1C(C(CC(O1)OC2CC(CC3=C2C(=C4C(=C3O)C(=O)C5=C(C4=O)C(=CC=C5)OC)O)(C(=O)CO)O)N)O. (4) Drug 1: CC1=C(C(=CC=C1)Cl)NC(=O)C2=CN=C(S2)NC3=CC(=NC(=N3)C)N4CCN(CC4)CCO. Drug 2: CCC1(C2=C(COC1=O)C(=O)N3CC4=CC5=C(C=CC(=C5CN(C)C)O)N=C4C3=C2)O. Cell line: SW-620. Synergy scores: CSS=68.8, Synergy_ZIP=10.1, Synergy_Bliss=7.96, Synergy_Loewe=-4.48, Synergy_HSA=11.5.